Dataset: NCI-60 drug combinations with 297,098 pairs across 59 cell lines. Task: Regression. Given two drug SMILES strings and cell line genomic features, predict the synergy score measuring deviation from expected non-interaction effect. (1) Synergy scores: CSS=36.2, Synergy_ZIP=6.90, Synergy_Bliss=3.38, Synergy_Loewe=-34.9, Synergy_HSA=1.49. Cell line: U251. Drug 2: CNC(=O)C1=NC=CC(=C1)OC2=CC=C(C=C2)NC(=O)NC3=CC(=C(C=C3)Cl)C(F)(F)F. Drug 1: CCC1=C2CN3C(=CC4=C(C3=O)COC(=O)C4(CC)O)C2=NC5=C1C=C(C=C5)O. (2) Drug 1: C1=C(C(=O)NC(=O)N1)F. Drug 2: CC1=C(C=C(C=C1)C(=O)NC2=CC(=CC(=C2)C(F)(F)F)N3C=C(N=C3)C)NC4=NC=CC(=N4)C5=CN=CC=C5. Cell line: TK-10. Synergy scores: CSS=25.6, Synergy_ZIP=1.41, Synergy_Bliss=0.974, Synergy_Loewe=1.40, Synergy_HSA=2.16. (3) Drug 1: CN1CCC(CC1)COC2=C(C=C3C(=C2)N=CN=C3NC4=C(C=C(C=C4)Br)F)OC. Drug 2: CCC1(C2=C(COC1=O)C(=O)N3CC4=CC5=C(C=CC(=C5CN(C)C)O)N=C4C3=C2)O.Cl. Cell line: K-562. Synergy scores: CSS=40.5, Synergy_ZIP=-1.34, Synergy_Bliss=1.54, Synergy_Loewe=-8.29, Synergy_HSA=0.919. (4) Drug 1: CC1C(C(CC(O1)OC2CC(OC(C2O)C)OC3=CC4=CC5=C(C(=O)C(C(C5)C(C(=O)C(C(C)O)O)OC)OC6CC(C(C(O6)C)O)OC7CC(C(C(O7)C)O)OC8CC(C(C(O8)C)O)(C)O)C(=C4C(=C3C)O)O)O)O. Drug 2: CCN(CC)CCCC(C)NC1=C2C=C(C=CC2=NC3=C1C=CC(=C3)Cl)OC. Cell line: SF-295. Synergy scores: CSS=23.1, Synergy_ZIP=0.926, Synergy_Bliss=2.47, Synergy_Loewe=-24.4, Synergy_HSA=-0.824. (5) Drug 1: CC1OCC2C(O1)C(C(C(O2)OC3C4COC(=O)C4C(C5=CC6=C(C=C35)OCO6)C7=CC(=C(C(=C7)OC)O)OC)O)O. Drug 2: CC1=C(C(CCC1)(C)C)C=CC(=CC=CC(=CC(=O)O)C)C. Cell line: DU-145. Synergy scores: CSS=16.2, Synergy_ZIP=-1.64, Synergy_Bliss=-2.73, Synergy_Loewe=-15.2, Synergy_HSA=-1.61. (6) Drug 1: C1CCC(C1)C(CC#N)N2C=C(C=N2)C3=C4C=CNC4=NC=N3. Drug 2: C1CCN(CC1)CCOC2=CC=C(C=C2)C(=O)C3=C(SC4=C3C=CC(=C4)O)C5=CC=C(C=C5)O. Cell line: NCIH23. Synergy scores: CSS=17.3, Synergy_ZIP=9.21, Synergy_Bliss=10.5, Synergy_Loewe=7.50, Synergy_HSA=7.52.